Dataset: Reaction yield outcomes from USPTO patents with 853,638 reactions. Task: Predict the reaction yield, written as a fraction of the theoretical maximum amount of product (1.0 means a 100% yield; for example, 0.34 means a 34% yield). The reactants are [CH:1]1[CH:2]=[CH:3][C:4]2[C:10](=[O:11])[N:9]([CH:12]3[C:18](=[O:19])[NH:17][C:15](=O)[CH2:14][CH2:13]3)[C:7](=[O:8])[C:5]=2[CH:6]=1.COC1C=CC(P2(SP(C3C=CC(OC)=CC=3)(=S)S2)=[S:29])=CC=1. The catalyst is C1(C)C=CC=CC=1. The product is [O:19]=[C:18]1[CH:12]([N:9]2[C:10](=[O:11])[C:4]3[C:5](=[CH:6][CH:1]=[CH:2][CH:3]=3)[C:7]2=[O:8])[CH2:13][CH2:14][C:15](=[S:29])[NH:17]1. The yield is 0.730.